This data is from NCI-60 drug combinations with 297,098 pairs across 59 cell lines. The task is: Regression. Given two drug SMILES strings and cell line genomic features, predict the synergy score measuring deviation from expected non-interaction effect. Drug 1: CN(C)N=NC1=C(NC=N1)C(=O)N. Drug 2: CCN(CC)CCCC(C)NC1=C2C=C(C=CC2=NC3=C1C=CC(=C3)Cl)OC. Cell line: NCI-H522. Synergy scores: CSS=16.4, Synergy_ZIP=-4.78, Synergy_Bliss=0.393, Synergy_Loewe=-3.08, Synergy_HSA=0.415.